This data is from Forward reaction prediction with 1.9M reactions from USPTO patents (1976-2016). The task is: Predict the product of the given reaction. (1) Given the reactants [CH:1]([C:3]1[CH:8]=[CH:7][C:6]([O:9][CH3:10])=[CH:5][C:4]=1OS(C(F)(F)F)(=O)=O)=[O:2].[S:19]1[CH:23]=[CH:22][CH:21]=[C:20]1B(O)O.P([O-])([O-])([O-])=O.[K+].[K+].[K+], predict the reaction product. The product is: [CH3:10][O:9][C:6]1[CH:7]=[CH:8][C:3]([CH:1]=[O:2])=[C:4]([C:20]2[S:19][CH:23]=[CH:22][CH:21]=2)[CH:5]=1. (2) Given the reactants CC1(C)COB([C:8]2[CH:9]=[CH:10][C:11]([N+:21]([O-:23])=[O:22])=[C:12]([N:14]3[CH2:19][CH2:18][CH:17]([CH3:20])[CH2:16][CH2:15]3)[CH:13]=2)OC1.[S:25]1[CH2:30][CH:29]=[C:28](OS(C(F)(F)F)(=O)=O)[CH2:27][CH2:26]1.[Li+].[Cl-].C([O-])([O-])=O.[Na+].[Na+], predict the reaction product. The product is: [S:25]1[CH2:26][CH:27]=[C:28]([C:8]2[CH:9]=[CH:10][C:11]([N+:21]([O-:23])=[O:22])=[C:12]([N:14]3[CH2:15][CH2:16][CH:17]([CH3:20])[CH2:18][CH2:19]3)[CH:13]=2)[CH2:29][CH2:30]1. (3) Given the reactants [NH2:1][CH2:2][CH2:3][C:4]([N:6]1[CH2:11][CH2:10][N:9]([C:12]2[C:17]([C:18]3[CH:23]=[CH:22][CH:21]=[CH:20][CH:19]=3)=[CH:16][N:15]=[C:14]3[NH:24][CH:25]=[C:26]([NH:27][C:28](=[O:35])[C:29]4[CH:34]=[CH:33][CH:32]=[N:31][CH:30]=4)[C:13]=23)[CH2:8][CH2:7]1)=[O:5].[CH3:36][C:37]([CH3:39])=O.CCN(C(C)C)C(C)C.[BH-](OC(C)=O)(OC(C)=O)OC(C)=O.[Na+].C([O-])([O-])=O.[Na+].[Na+].Cl, predict the reaction product. The product is: [CH:37]([NH:1][CH2:2][CH2:3][C:4]([N:6]1[CH2:11][CH2:10][N:9]([C:12]2[C:17]([C:18]3[CH:19]=[CH:20][CH:21]=[CH:22][CH:23]=3)=[CH:16][N:15]=[C:14]3[NH:24][CH:25]=[C:26]([NH:27][C:28](=[O:35])[C:29]4[CH:34]=[CH:33][CH:32]=[N:31][CH:30]=4)[C:13]=23)[CH2:8][CH2:7]1)=[O:5])([CH3:39])[CH3:36].